This data is from NCI-60 drug combinations with 297,098 pairs across 59 cell lines. The task is: Regression. Given two drug SMILES strings and cell line genomic features, predict the synergy score measuring deviation from expected non-interaction effect. (1) Drug 2: CC1C(C(CC(O1)OC2CC(OC(C2O)C)OC3=CC4=CC5=C(C(=O)C(C(C5)C(C(=O)C(C(C)O)O)OC)OC6CC(C(C(O6)C)O)OC7CC(C(C(O7)C)O)OC8CC(C(C(O8)C)O)(C)O)C(=C4C(=C3C)O)O)O)O. Cell line: HCC-2998. Synergy scores: CSS=46.4, Synergy_ZIP=-0.218, Synergy_Bliss=0.939, Synergy_Loewe=0.426, Synergy_HSA=0.649. Drug 1: CC1=C(C(=CC=C1)Cl)NC(=O)C2=CN=C(S2)NC3=CC(=NC(=N3)C)N4CCN(CC4)CCO. (2) Cell line: ACHN. Drug 2: C1=CC(=CC=C1CC(C(=O)O)N)N(CCCl)CCCl.Cl. Synergy scores: CSS=38.1, Synergy_ZIP=2.65, Synergy_Bliss=5.85, Synergy_Loewe=5.30, Synergy_HSA=5.62. Drug 1: CC(C1=C(C=CC(=C1Cl)F)Cl)OC2=C(N=CC(=C2)C3=CN(N=C3)C4CCNCC4)N.